This data is from Reaction yield outcomes from USPTO patents with 853,638 reactions. The task is: Predict the reaction yield, written as a fraction of the theoretical maximum amount of product (1.0 means a 100% yield; for example, 0.34 means a 34% yield). (1) The reactants are C(N(CC)CC)C.[C:8]([NH:15][C@H:16]([C:24]([OH:26])=O)[CH2:17][C:18]1[CH:23]=[CH:22][CH:21]=[CH:20][CH:19]=1)([O:10][C:11]([CH3:14])([CH3:13])[CH3:12])=[O:9].Cl.[CH3:28][NH:29][O:30][CH3:31].CCN=C=NCCCN(C)C. The catalyst is C(Cl)Cl. The product is [CH3:31][O:30][N:29]([CH3:28])[C:24](=[O:26])[C@@H:16]([NH:15][C:8](=[O:9])[O:10][C:11]([CH3:12])([CH3:13])[CH3:14])[CH2:17][C:18]1[CH:19]=[CH:20][CH:21]=[CH:22][CH:23]=1. The yield is 0.810. (2) The reactants are [NH2:1][C:2]1[C:3](=[O:12])[NH:4][C:5]2[C:10]([CH:11]=1)=[CH:9][CH:8]=[CH:7][CH:6]=2.O1CCOCC1.[OH-].[Na+].[CH2:21]([O:28][C:29](Cl)=[O:30])[C:22]1[CH:27]=[CH:26][CH:25]=[CH:24][CH:23]=1. The catalyst is C(Cl)Cl.O. The product is [CH2:21]([O:28][C:29]([NH:1][C:2]1[C:3](=[O:12])[NH:4][C:5]2[C:10]([CH:11]=1)=[CH:9][CH:8]=[CH:7][CH:6]=2)=[O:30])[C:22]1[CH:27]=[CH:26][CH:25]=[CH:24][CH:23]=1. The yield is 0.350.